Dataset: Forward reaction prediction with 1.9M reactions from USPTO patents (1976-2016). Task: Predict the product of the given reaction. Given the reactants [NH2:1][C:2]1[C:11]2[N:12]=[C:13]([CH2:31][CH2:32][CH2:33][CH3:34])[N:14]([CH2:15][CH2:16][CH2:17][NH:18][CH2:19][C:20]3[CH:25]=[CH:24][C:23]([CH2:26][C:27]([O:29][CH3:30])=[O:28])=[CH:22][CH:21]=3)[C:10]=2[C:9]2[CH:8]=[CH:7][CH:6]=[CH:5][C:4]=2[N:3]=1.C(Cl)Cl.Cl.[CH3:39][N:40]([CH3:45])[CH2:41][C:42](Cl)=[O:43].CCN(CC)CC, predict the reaction product. The product is: [NH2:1][C:2]1[C:11]2[N:12]=[C:13]([CH2:31][CH2:32][CH2:33][CH3:34])[N:14]([CH2:15][CH2:16][CH2:17][N:18]([CH2:19][C:20]3[CH:21]=[CH:22][C:23]([CH2:26][C:27]([O:29][CH3:30])=[O:28])=[CH:24][CH:25]=3)[C:42](=[O:43])[CH2:41][N:40]([CH3:45])[CH3:39])[C:10]=2[C:9]2[CH:8]=[CH:7][CH:6]=[CH:5][C:4]=2[N:3]=1.